This data is from Forward reaction prediction with 1.9M reactions from USPTO patents (1976-2016). The task is: Predict the product of the given reaction. (1) Given the reactants [Br:1][C:2]1[CH:3]=[C:4]([CH2:8][C:9]([OH:11])=O)[CH:5]=[N:6][CH:7]=1.[CH3:12][NH2:13].CCO, predict the reaction product. The product is: [Br:1][C:2]1[CH:3]=[C:4]([CH2:8][C:9]([NH:13][CH3:12])=[O:11])[CH:5]=[N:6][CH:7]=1. (2) Given the reactants [N+:1]([C:4]1[CH:5]=[CH:6][C:7]([CH:10]=O)=[N:8][CH:9]=1)([O-:3])=[O:2].[N:12]1([CH2:18][CH2:19][OH:20])[CH2:17][CH2:16][NH:15][CH2:14][CH2:13]1.C(O[BH-](OC(=O)C)OC(=O)C)(=O)C.[Na+].C(=O)([O-])O.[Na+], predict the reaction product. The product is: [N+:1]([C:4]1[CH:5]=[CH:6][C:7]([CH2:10][N:15]2[CH2:16][CH2:17][N:12]([CH2:18][CH2:19][OH:20])[CH2:13][CH2:14]2)=[N:8][CH:9]=1)([O-:3])=[O:2]. (3) Given the reactants [F:1][C:2]1[CH:3]=[C:4]([CH2:9][C:10]([OH:12])=[O:11])[CH:5]=[C:6]([F:8])[CH:7]=1.C[Si]([N-][Si](C)(C)C)(C)C.[Na+].[Cl:23][CH2:24][CH2:25][CH2:26][CH2:27]I, predict the reaction product. The product is: [Cl:23][CH2:24][CH2:25][CH2:26][CH2:27][CH:9]([C:4]1[CH:3]=[C:2]([F:1])[CH:7]=[C:6]([F:8])[CH:5]=1)[C:10]([OH:12])=[O:11].